This data is from Full USPTO retrosynthesis dataset with 1.9M reactions from patents (1976-2016). The task is: Predict the reactants needed to synthesize the given product. Given the product [CH:25]1([NH:28][C:11]([C:8]2[S:7][C:6](/[N:5]=[CH:4]/[N:2]([CH3:1])[CH3:3])=[N:10][CH:9]=2)=[O:13])[CH2:27][CH2:26]1, predict the reactants needed to synthesize it. The reactants are: [CH3:1][N:2](/[CH:4]=[N:5]/[C:6]1[S:7][C:8]([C:11]([OH:13])=O)=[CH:9][N:10]=1)[CH3:3].S(Cl)(Cl)=O.C(N(CC)CC)C.[CH:25]1([NH2:28])[CH2:27][CH2:26]1.